Dataset: Catalyst prediction with 721,799 reactions and 888 catalyst types from USPTO. Task: Predict which catalyst facilitates the given reaction. (1) Reactant: [CH3:1][C:2]([CH3:17])([CH2:5][O:6][Si:7]([CH:14]([CH3:16])[CH3:15])([CH:11]([CH3:13])[CH3:12])[CH:8]([CH3:10])[CH3:9])[CH2:3][OH:4].C(Cl)(Cl)(Cl)Cl.O.I([O-])(=O)(=O)=[O:25].[Na+]. Product: [CH3:17][C:2]([CH3:1])([CH2:5][O:6][Si:7]([CH:8]([CH3:10])[CH3:9])([CH:14]([CH3:16])[CH3:15])[CH:11]([CH3:13])[CH3:12])[C:3]([OH:25])=[O:4]. The catalyst class is: 290. (2) Reactant: [F:1][C:2]1[CH:3]=[C:4]([C:9]2[CH:14]=[CH:13][C:12]([CH2:15][CH2:16][CH3:17])=[CH:11][CH:10]=2)[CH:5]=[C:6]([F:8])[CH:7]=1.C([Li])CCC.C[O:24]B(OC)OC.Cl. Product: [F:1][C:2]1[CH:3]=[C:4]([C:9]2[CH:14]=[CH:13][C:12]([CH2:15][CH2:16][CH3:17])=[CH:11][CH:10]=2)[CH:5]=[C:6]([F:8])[C:7]=1[OH:24]. The catalyst class is: 1.